From a dataset of Reaction yield outcomes from USPTO patents with 853,638 reactions. Predict the reaction yield, written as a fraction of the theoretical maximum amount of product (1.0 means a 100% yield; for example, 0.34 means a 34% yield). (1) The reactants are [C:1]([C:3]1([C:6]2[CH:7]=[C:8]([CH:35]=[CH:36][CH:37]=2)[C:9]([NH:11][C:12]2[CH:17]=[CH:16][CH:15]=[C:14]([O:18][C:19]3[CH:20]=[CH:21][C:22]4[N:23]([CH:25]=[C:26]([NH:28]C(=O)C(F)(F)F)[N:27]=4)[CH:24]=3)[CH:13]=2)=[O:10])[CH2:5][CH2:4]1)#[N:2].[OH-].[Na+].O. The catalyst is C(O)C. The product is [NH2:28][C:26]1[N:27]=[C:22]2[CH:21]=[CH:20][C:19]([O:18][C:14]3[CH:13]=[C:12]([NH:11][C:9](=[O:10])[C:8]4[CH:35]=[CH:36][CH:37]=[C:6]([C:3]5([C:1]#[N:2])[CH2:4][CH2:5]5)[CH:7]=4)[CH:17]=[CH:16][CH:15]=3)=[CH:24][N:23]2[CH:25]=1. The yield is 0.550. (2) The reactants are [CH3:1][C:2]1([CH3:20])[C:6]([CH3:8])([CH3:7])[O:5][B:4]([C:9]2[CH:14]=[CH:13][C:12]([CH:15]([CH2:18][CH3:19])[C:16]#[N:17])=[CH:11][CH:10]=2)[O:3]1.B.C1COCC1. No catalyst specified. The product is [CH3:7][C:6]1([CH3:8])[C:2]([CH3:1])([CH3:20])[O:3][B:4]([C:9]2[CH:14]=[CH:13][C:12]([CH:15]([CH2:18][CH3:19])[CH2:16][NH2:17])=[CH:11][CH:10]=2)[O:5]1. The yield is 0.930. (3) The reactants are [OH:1][C@H:2]1[C:10]2[C:5](=[CH:6][CH:7]=[CH:8][CH:9]=2)[CH2:4][C@:3]1([CH2:20][C:21]1[CH:31]=[CH:30][C:24]([C:25](OCC)=[O:26])=[CH:23][CH:22]=1)[C:11]1[CH2:12][C:13]2[C:18]([CH:19]=1)=[CH:17][CH:16]=[CH:15][CH:14]=2.[NH2:32][C:33]1[CH:34]=[CH:35][C:36]([OH:42])=[C:37]([CH:41]=1)[C:38]([OH:40])=[O:39].C[Al](C)C. The catalyst is C1COCC1. The product is [OH:42][C:36]1[CH:35]=[CH:34][C:33]([NH:32][C:25](=[O:26])[C:24]2[CH:23]=[CH:22][C:21]([CH2:20][C@:3]3([C:11]4[CH2:12][C:13]5[C:18]([CH:19]=4)=[CH:17][CH:16]=[CH:15][CH:14]=5)[CH2:4][C:5]4[C:10](=[CH:9][CH:8]=[CH:7][CH:6]=4)[C@@H:2]3[OH:1])=[CH:31][CH:30]=2)=[CH:41][C:37]=1[C:38]([OH:40])=[O:39]. The yield is 0.300. (4) The reactants are [F:1][C:2]1[CH:10]=[CH:9][CH:8]=[C:7]([CH3:11])[C:3]=1[C:4]([OH:6])=[O:5].OS(O)(=O)=O.[N+:17]([O-])([OH:19])=[O:18]. No catalyst specified. The product is [F:1][C:2]1[C:3]([C:4]([OH:6])=[O:5])=[C:7]([CH3:11])[C:8]([N+:17]([O-:19])=[O:18])=[CH:9][CH:10]=1. The yield is 0.770. (5) The reactants are [CH2:1](O)[CH2:2][CH2:3][CH2:4][CH2:5][CH2:6][CH2:7][CH2:8][CH:9]=[CH:10][CH:11]=[CH:12][CH2:13][CH3:14].N1C=CC=CC=1.CN(C)C=O.CS([Cl:31])(=O)=O. The catalyst is CCCCCC.O. The product is [Cl:31][CH2:1][CH2:2][CH2:3][CH2:4][CH2:5][CH2:6][CH2:7][CH2:8][CH:9]=[CH:10][CH:11]=[CH:12][CH2:13][CH3:14]. The yield is 0.899. (6) The catalyst is C1C=CC(P(C2C=CC=CC=2)[C-]2C=CC=C2)=CC=1.C1C=CC(P(C2C=CC=CC=2)[C-]2C=CC=C2)=CC=1.Cl[Pd]Cl.[Fe+2].C(Cl)Cl. The yield is 0.380. The product is [NH2:18][C:10]1[C:11]2[C:16](=[CH:15][CH:14]=[CH:13][C:12]=2[F:17])[C:8]([C:4]2[CH:3]=[C:2]([C:33]3[CH:34]=[N:35][CH:36]=[C:31]([CH:32]=3)[C:29]#[N:30])[CH:7]=[CH:6][CH:5]=2)([C:19]2[CH:24]=[CH:23][N:22]=[C:21]([C:25]([F:26])([F:28])[F:27])[CH:20]=2)[N:9]=1. The reactants are Br[C:2]1[CH:3]=[C:4]([C:8]2([C:19]3[CH:24]=[CH:23][N:22]=[C:21]([C:25]([F:28])([F:27])[F:26])[CH:20]=3)[C:16]3[C:11](=[C:12]([F:17])[CH:13]=[CH:14][CH:15]=3)[C:10]([NH2:18])=[N:9]2)[CH:5]=[CH:6][CH:7]=1.[C:29]([C:31]1[CH:32]=[C:33](B(O)O)[CH:34]=[N:35][CH:36]=1)#[N:30].C([O-])([O-])=O.[K+].[K+]. (7) The reactants are C[O:2][C:3](=[O:31])[C:4]1[CH:9]=[C:8]([Cl:10])[CH:7]=[CH:6][C:5]=1[O:11][CH2:12][C:13]([N:15]1[CH2:20][C@H:19]([CH3:21])[N:18]([CH2:22][C:23]2[CH:28]=[CH:27][C:26]([F:29])=[CH:25][CH:24]=2)[CH2:17][C@H:16]1[CH3:30])=[O:14].O.[OH-].[Li+].C(OCC)C. The catalyst is O1CCCC1.CO.O.ClCCl. The product is [Cl:10][C:8]1[CH:7]=[CH:6][C:5]([O:11][CH2:12][C:13]([N:15]2[CH2:20][C@H:19]([CH3:21])[N:18]([CH2:22][C:23]3[CH:24]=[CH:25][C:26]([F:29])=[CH:27][CH:28]=3)[CH2:17][C@H:16]2[CH3:30])=[O:14])=[C:4]([CH:9]=1)[C:3]([OH:31])=[O:2]. The yield is 0.350.